From a dataset of Reaction yield outcomes from USPTO patents with 853,638 reactions. Predict the reaction yield, written as a fraction of the theoretical maximum amount of product (1.0 means a 100% yield; for example, 0.34 means a 34% yield). (1) The product is [F:18][C:19]([F:28])([F:29])[C:20]1[CH:21]=[C:22]([CH:25]=[CH:26][CH:27]=1)[CH:23]=[N:13][NH:12][C:10]([C:9]1[C:8]([NH:1][C:2]2[CH:3]=[CH:4][CH:5]=[CH:6][CH:7]=2)=[N:17][CH:16]=[CH:15][CH:14]=1)=[O:11]. The yield is 0.850. The catalyst is CCO. The reactants are [NH:1]([C:8]1[N:17]=[CH:16][CH:15]=[CH:14][C:9]=1[C:10]([NH:12][NH2:13])=[O:11])[C:2]1[CH:7]=[CH:6][CH:5]=[CH:4][CH:3]=1.[F:18][C:19]([F:29])([F:28])[C:20]1[CH:21]=[C:22]([CH:25]=[CH:26][CH:27]=1)[CH:23]=O.O. (2) The reactants are [O:1]1[CH2:6][CH2:5][CH:4]([CH2:7][CH2:8][N:9]2[C:14]3=[N:15][C:16]([Sn](C)(C)C)=[CH:17][N:18]=[C:13]3[NH:12][CH2:11][C:10]2=[O:23])[CH2:3][CH2:2]1.Br[C:25]1[N:30]=[C:29]2[N:31]([CH2:36][CH2:37][CH:38]3[CH2:43][CH2:42]OCC3)C(=O)CNC2=NC=1.C[Sn](C)C.C[Sn](C)C. The catalyst is C1C=CC([P]([Pd]([P](C2C=CC=CC=2)(C2C=CC=CC=2)C2C=CC=CC=2)([P](C2C=CC=CC=2)(C2C=CC=CC=2)C2C=CC=CC=2)[P](C2C=CC=CC=2)(C2C=CC=CC=2)C2C=CC=CC=2)(C2C=CC=CC=2)C2C=CC=CC=2)=CC=1.O1CCOCC1. The yield is 0.546. The product is [NH:31]1[C:29]2=[N:30][CH:25]=[C:42]([C:16]3[N:15]=[C:14]4[N:9]([CH2:8][CH2:7][CH:4]5[CH2:5][CH2:6][O:1][CH2:2][CH2:3]5)[C:10](=[O:23])[CH2:11][NH:12][C:13]4=[N:18][CH:17]=3)[CH:43]=[C:38]2[CH:37]=[CH:36]1. (3) The reactants are [CH3:1][O:2][C:3]1[CH:4]=[C:5]([CH:9]=[CH:10][C:11]([O:13][CH3:14])=[O:12])[CH:6]=[N:7][CH:8]=1.[H][H]. The catalyst is C(O)C.[Pd]. The product is [CH3:1][O:2][C:3]1[CH:4]=[C:5]([CH2:9][CH2:10][C:11]([O:13][CH3:14])=[O:12])[CH:6]=[N:7][CH:8]=1. The yield is 0.990. (4) The reactants are F[C:2]1[CH:7]=[CH:6][C:5]([N+:8]([O-:10])=[O:9])=[CH:4][CH:3]=1.[CH3:11][C:12]([C:14]1[CH:15]=[CH:16][C:17]([OH:20])=[CH:18][CH:19]=1)=[O:13].C(=O)([O-])[O-].[K+].[K+]. The catalyst is CN(C=O)C.CCOC(C)=O. The product is [N+:8]([C:5]1[CH:6]=[CH:7][C:2]([O:20][C:17]2[CH:18]=[CH:19][C:14]([C:12](=[O:13])[CH3:11])=[CH:15][CH:16]=2)=[CH:3][CH:4]=1)([O-:10])=[O:9]. The yield is 0.990. (5) The reactants are [Cl:1][C:2]1[CH:7]=[CH:6][C:5]([C:8]2[S:9][C:10]([CH2:14][O:15][CH2:16][CH:17]3[CH2:22][CH2:21][CH2:20][NH:19][CH2:18]3)=[C:11]([CH3:13])[N:12]=2)=[CH:4][CH:3]=1.F[C:24]1[CH:31]=[CH:30][CH:29]=[CH:28][C:25]=1[CH:26]=[O:27]. The product is [Cl:1][C:2]1[CH:7]=[CH:6][C:5]([C:8]2[S:9][C:10]([CH2:14][O:15][CH2:16][CH:17]3[CH2:22][CH2:21][CH2:20][N:19]([C:24]4[CH:31]=[CH:30][CH:29]=[CH:28][C:25]=4[CH:26]=[O:27])[CH2:18]3)=[C:11]([CH3:13])[N:12]=2)=[CH:4][CH:3]=1. The yield is 0.320. No catalyst specified. (6) The reactants are [Li][CH2:2][CH2:3][CH2:4][CH3:5].[C:6]1([PH2:12])[CH:11]=[CH:10][CH:9]=[CH:8][CH:7]=1.[CH2:13]1COC[CH2:14]1. The catalyst is O. The product is [CH3:5][C@@H:4]1[CH2:3][CH2:2][C@@H:13]([CH3:14])[P:12]1[C:6]1[CH:11]=[CH:10][CH:9]=[CH:8][CH:7]=1. The yield is 0.710. (7) The reactants are [CH:1]1([Mg]Br)[CH2:3][CH2:2]1.Cl[C:7]1[N:12]=[CH:11][C:10]([C:13]2[CH:18]=[CH:17][N:16]=[C:15]([C:19]([NH:21][C:22]3[CH:27]=[CH:26][CH:25]=[C:24]([C:28]4[N:32]([CH:33]5[CH2:35][CH2:34]5)[CH:31]=[N:30][N:29]=4)[CH:23]=3)=[O:20])[CH:14]=2)=[CH:9][N:8]=1. The catalyst is CN1C=CC=CC1.O1CCCC1. The product is [CH:33]1([N:32]2[CH:31]=[N:30][N:29]=[C:28]2[C:24]2[CH:23]=[C:22]([NH:21][C:19](=[O:20])[C:15]3[CH:14]=[C:13]([C:10]4[CH:9]=[N:8][C:7]([CH:1]5[CH2:3][CH2:2]5)=[N:12][CH:11]=4)[CH:18]=[CH:17][N:16]=3)[CH:27]=[CH:26][CH:25]=2)[CH2:35][CH2:34]1. The yield is 0.450. (8) The reactants are [CH:1]([O:4][C:5]1[CH:10]=[CH:9][C:8]([N+:11]([O-])=O)=[CH:7][C:6]=1[NH:14][CH:15]([CH3:17])[CH3:16])([CH3:3])[CH3:2]. The catalyst is C(O)C.[Pd]. The product is [CH:1]([O:4][C:5]1[C:6]([NH:14][CH:15]([CH3:17])[CH3:16])=[CH:7][C:8]([NH2:11])=[CH:9][CH:10]=1)([CH3:3])[CH3:2]. The yield is 0.780. (9) The reactants are [Cl:1][C:2]1[CH:8]=[C:7]([F:9])[CH:6]=[CH:5][C:3]=1[NH2:4].[Cl:10][CH2:11][S:12](Cl)(=[O:14])=[O:13].C(N(CC)CC)C.Cl. The catalyst is C1(C)C=CC=CC=1. The product is [Cl:10][CH2:11][S:12]([NH:4][C:3]1[CH:5]=[CH:6][C:7]([F:9])=[CH:8][C:2]=1[Cl:1])(=[O:14])=[O:13]. The yield is 0.750.